Dataset: Forward reaction prediction with 1.9M reactions from USPTO patents (1976-2016). Task: Predict the product of the given reaction. (1) Given the reactants O.[F:2][C:3]1[C:8]([F:9])=[CH:7][CH:6]=[CH:5][C:4]=1C1C=C2C(=CC=1)NN=C2C(NCC1CCN(CC2OC=C(C(O)=O)N=2)CC1)=O.Br[C:39]1[CH:40]=[C:41]2[C:45](=[CH:46][CH:47]=1)[NH:44][N:43]=[C:42]2[C:48]([NH:50][CH2:51][CH:52]1[CH2:57][CH2:56][N:55]([CH2:58][C:59]2[O:63][C:62]([C:64]([O:66]CC)=[O:65])=[CH:61][CH:60]=2)[CH2:54][CH2:53]1)=[O:49].FC1C(F)=CC=CC=1B(O)O, predict the reaction product. The product is: [F:2][C:3]1[C:8]([F:9])=[CH:7][CH:6]=[CH:5][C:4]=1[C:39]1[CH:40]=[C:41]2[C:45](=[CH:46][CH:47]=1)[NH:44][N:43]=[C:42]2[C:48]([NH:50][CH2:51][CH:52]1[CH2:53][CH2:54][N:55]([CH2:58][C:59]2[O:63][C:62]([C:64]([OH:66])=[O:65])=[CH:61][CH:60]=2)[CH2:56][CH2:57]1)=[O:49]. (2) Given the reactants F[C:2]1[CH:9]=[C:8]([C:10]([F:13])([F:12])[F:11])[CH:7]=[CH:6][C:3]=1[CH:4]=[O:5].[NH:14]1[CH2:18][CH2:17][CH2:16][CH2:15]1, predict the reaction product. The product is: [N:14]1([C:2]2[CH:9]=[C:8]([C:10]([F:13])([F:12])[F:11])[CH:7]=[CH:6][C:3]=2[CH:4]=[O:5])[CH2:18][CH2:17][CH2:16][CH2:15]1. (3) Given the reactants [CH3:1][C:2]1[N:7]=[C:6](OS(C(F)(F)F)(=O)=O)[CH:5]=[C:4]([C:16]2[CH:21]=[CH:20][C:19]([C:22]([F:25])([F:24])[F:23])=[CH:18][CH:17]=2)[CH:3]=1.[Br:26][C:27]1[CH:28]=[C:29](B(O)O)[CH:30]=[CH:31][CH:32]=1, predict the reaction product. The product is: [Br:26][C:27]1[CH:28]=[C:29]([C:6]2[CH:5]=[C:4]([C:16]3[CH:17]=[CH:18][C:19]([C:22]([F:23])([F:25])[F:24])=[CH:20][CH:21]=3)[CH:3]=[C:2]([CH3:1])[N:7]=2)[CH:30]=[CH:31][CH:32]=1. (4) Given the reactants [Na+].[CH:2]1([C:5]2[O:9][C:8]([NH:10][C:11]3[CH:16]=[CH:15][C:14]([C:17]4[CH:22]=[CH:21][C:20]([C:23]56[CH2:30][CH2:29][C:26]([CH2:31][C:32]([O-:34])=[O:33])([CH2:27][CH2:28]5)[O:25][CH2:24]6)=[CH:19][CH:18]=4)=[CH:13][CH:12]=3)=[N:7][N:6]=2)[CH2:4][CH2:3]1.Cl, predict the reaction product. The product is: [CH:2]1([C:5]2[O:9][C:8]([NH:10][C:11]3[CH:12]=[CH:13][C:14]([C:17]4[CH:22]=[CH:21][C:20]([C:23]56[CH2:30][CH2:29][C:26]([CH2:31][C:32]([OH:34])=[O:33])([CH2:27][CH2:28]5)[O:25][CH2:24]6)=[CH:19][CH:18]=4)=[CH:15][CH:16]=3)=[N:7][N:6]=2)[CH2:3][CH2:4]1.